Dataset: Catalyst prediction with 721,799 reactions and 888 catalyst types from USPTO. Task: Predict which catalyst facilitates the given reaction. (1) Reactant: [F:1][C:2]([F:20])([F:19])[C:3]1[CH:4]=[C:5]([C:9]2[CH:17]=[CH:16][CH:15]=[C:14]3[C:10]=2[CH2:11][C:12](=[O:18])[NH:13]3)[CH:6]=[CH:7][CH:8]=1.[CH3:21][C:22]1[C:26]([C:27]([N:29]2[CH2:34][CH2:33][N:32]([CH3:35])[CH2:31][CH2:30]2)=[O:28])=[C:25]([CH3:36])[NH:24][C:23]=1[CH:37]=O. Product: [CH3:21][C:22]1[C:26]([C:27]([N:29]2[CH2:30][CH2:31][N:32]([CH3:35])[CH2:33][CH2:34]2)=[O:28])=[C:25]([CH3:36])[NH:24][C:23]=1[CH:37]=[C:11]1[C:10]2[C:14](=[CH:15][CH:16]=[CH:17][C:9]=2[C:5]2[CH:6]=[CH:7][CH:8]=[C:3]([C:2]([F:1])([F:19])[F:20])[CH:4]=2)[NH:13][C:12]1=[O:18]. The catalyst class is: 360. (2) Reactant: [NH2:1][C:2]1[CH:7]=[CH:6][C:5]([C:8]2[C:9]([CH2:37][N:38]([CH3:40])[CH3:39])=[C:10]3[N:15]([CH:16]=2)[N:14]([CH2:17][C:18]2[C:23]([F:24])=[CH:22][CH:21]=[CH:20][C:19]=2[F:25])[C:13](=[O:26])[N:12]([C:27]2[CH:32]=[CH:31][CH:30]=[C:29]([O:33][CH3:34])[C:28]=2[F:35])[C:11]3=[O:36])=[CH:4][CH:3]=1.Cl[C:42](OC1C=CC([N+]([O-])=O)=CC=1)=[O:43].N1C=CC=CC=1.Cl.[O:61]([NH2:63])[CH3:62]. Product: [F:24][C:23]1[CH:22]=[CH:21][CH:20]=[C:19]([F:25])[C:18]=1[CH2:17][N:14]1[C:13](=[O:26])[N:12]([C:27]2[CH:32]=[CH:31][CH:30]=[C:29]([O:33][CH3:34])[C:28]=2[F:35])[C:11](=[O:36])[C:10]2=[C:9]([CH2:37][N:38]([CH3:39])[CH3:40])[C:8]([C:5]3[CH:6]=[CH:7][C:2]([NH:1][C:42]([NH:63][O:61][CH3:62])=[O:43])=[CH:3][CH:4]=3)=[CH:16][N:15]12. The catalyst class is: 7. (3) Reactant: [C:1]([C:3]1[N:7]([CH:8]2[CH2:13][CH2:12][N:11]([C:14]([O:16][CH:17]([CH3:19])[CH3:18])=[O:15])[CH2:10][CH2:9]2)[N:6]=[CH:5][C:4]=1[CH2:20][OH:21])#[N:2].C(N(CC)CC)C.[CH3:29][S:30](O[S:30]([CH3:29])(=[O:32])=[O:31])(=[O:32])=[O:31]. Product: [C:1]([C:3]1[N:7]([CH:8]2[CH2:13][CH2:12][N:11]([C:14]([O:16][CH:17]([CH3:19])[CH3:18])=[O:15])[CH2:10][CH2:9]2)[N:6]=[CH:5][C:4]=1[CH2:20][O:21][S:30]([CH3:29])(=[O:32])=[O:31])#[N:2]. The catalyst class is: 4.